Predict the reactants needed to synthesize the given product. From a dataset of Full USPTO retrosynthesis dataset with 1.9M reactions from patents (1976-2016). (1) The reactants are: CC([N:5]([C:9]1([C:13]2[CH:18]=[CH:17][C:16]([C:19]3[C:28]([C:29]4[CH:34]=[CH:33][CH:32]=[CH:31][CH:30]=4)=[CH:27][C:26]4[C:21](=[CH:22][CH:23]=[C:24]([Cl:35])[N:25]=4)[N:20]=3)=[CH:15][CH:14]=2)[CH2:12][CH2:11][CH2:10]1)C(=O)[O-])(C)C.[NH:36]1[CH2:41][CH2:40][O:39][CH2:38][CH2:37]1.C(O)(C(F)(F)F)=O. Given the product [Cl-:35].[N:36]1([C:24]2[N:25]=[C:26]3[C:21](=[CH:22][CH:23]=2)[N:20]=[C:19]([C:16]2[CH:15]=[CH:14][C:13]([C:9]4([NH3+:5])[CH2:10][CH2:11][CH2:12]4)=[CH:18][CH:17]=2)[C:28]([C:29]2[CH:30]=[CH:31][CH:32]=[CH:33][CH:34]=2)=[CH:27]3)[CH2:41][CH2:40][O:39][CH2:38][CH2:37]1, predict the reactants needed to synthesize it. (2) The reactants are: C[O:2][C:3](=[O:30])[C:4]1[CH:9]=[CH:8][C:7]([CH:10]=[CH:11][CH:12]([C:18]2[CH:27]=[C:26]3[C:21]([C:22]([CH3:29])([CH3:28])[CH2:23][CH2:24][O:25]3)=[CH:20][CH:19]=2)[CH2:13][CH2:14][CH2:15][CH2:16][CH3:17])=[CH:6][CH:5]=1.O.[OH-].[Li+]. Given the product [CH3:28][C:22]1([CH3:29])[C:21]2[C:26](=[CH:27][C:18]([CH:12]([CH2:13][CH2:14][CH2:15][CH2:16][CH3:17])[CH:11]=[CH:10][C:7]3[CH:6]=[CH:5][C:4]([C:3]([OH:30])=[O:2])=[CH:9][CH:8]=3)=[CH:19][CH:20]=2)[O:25][CH2:24][CH2:23]1, predict the reactants needed to synthesize it. (3) Given the product [CH2:1]([O:3][C:4]([C:6]1[N:7]=[C:8]([C:26]2[CH:31]=[CH:30][C:29]([C:32]([F:34])([F:35])[F:33])=[CH:28][CH:27]=2)[O:9][C:10]=1[C:11]1[CH:12]=[CH:13][C:14]([C:43]2[CH:44]=[N:45][CH:46]=[CH:47][CH:48]=2)=[CH:15][CH:16]=1)=[O:5])[CH3:2], predict the reactants needed to synthesize it. The reactants are: [CH2:1]([O:3][C:4]([C:6]1[N:7]=[C:8]([C:26]2[CH:31]=[CH:30][C:29]([C:32]([F:35])([F:34])[F:33])=[CH:28][CH:27]=2)[O:9][C:10]=1[C:11]1[CH:16]=[CH:15][C:14](B2OC(C)(C)C(C)(C)O2)=[CH:13][CH:12]=1)=[O:5])[CH3:2].C(=O)([O-])[O-].[K+].[K+].Br[C:43]1[CH:44]=[N:45][CH:46]=[CH:47][CH:48]=1. (4) Given the product [CH2:10]([C:9]1[CH:8]=[CH:7][C:6]([CH:4]([CH3:5])[C:2]([O:1][CH2:26][CH2:25][N:16]2[C:20]3[CH:21]=[CH:22][CH:23]=[CH:24][C:19]=3[N:18]=[CH:17]2)=[O:3])=[CH:15][CH:14]=1)[CH:11]([CH3:12])[CH3:13], predict the reactants needed to synthesize it. The reactants are: [OH:1][C:2]([CH:4]([C:6]1[CH:15]=[CH:14][C:9]([CH2:10][CH:11]([CH3:13])[CH3:12])=[CH:8][CH:7]=1)[CH3:5])=[O:3].[N:16]1([CH2:25][CH2:26]O)[C:20]2[CH:21]=[CH:22][CH:23]=[CH:24][C:19]=2[N:18]=[CH:17]1.Cl.C(N=C=NCCCN(C)C)C. (5) Given the product [Cl:27][C:28]1[C:29]([C:35]([NH2:37])=[O:36])=[N:30][CH:31]=[CH:32][C:33]=1[O:1][C:2]1[CH:7]=[CH:6][C:5]([NH:8][C:9]([C:11]2[C:12](=[O:24])[N:13]([C:18]3[CH:19]=[CH:20][CH:21]=[CH:22][CH:23]=3)[N:14]([CH3:17])[C:15]=2[CH3:16])=[O:10])=[CH:4][CH:3]=1, predict the reactants needed to synthesize it. The reactants are: [OH:1][C:2]1[CH:7]=[CH:6][C:5]([NH:8][C:9]([C:11]2[C:12](=[O:24])[N:13]([C:18]3[CH:23]=[CH:22][CH:21]=[CH:20][CH:19]=3)[N:14]([CH3:17])[C:15]=2[CH3:16])=[O:10])=[CH:4][CH:3]=1.[H-].[Na+].[Cl:27][C:28]1[C:29]([C:35]([NH2:37])=[O:36])=[N:30][CH:31]=[CH:32][C:33]=1Cl. (6) The reactants are: [CH3:1][CH:2]([C:4]([O:6][C:7]1[CH:8]=[CH:9][C:10]([CH2:29][OH:30])=[CH:11][C:12]=1[C@@H:13]([C:23]1[CH:24]=[CH:25][CH:26]=[CH:27][CH:28]=1)[CH2:14][CH2:15][N:16]([CH:20]([CH3:22])[CH3:21])[CH:17]([CH3:19])[CH3:18])=[O:5])[CH3:3].C(N(CC[C@@H](C1C=C(Br)C=CC=1OCC1C=CC=CC=1)C1C=CC=CC=1)C(C)C)(C)C.[C:62]([OH:69])(=[O:68])/[CH:63]=[CH:64]/[C:65]([OH:67])=[O:66].C(OC(C)C)(C)C. Given the product [CH3:3][CH:2]([C:4]([O:6][C:7]1[CH:8]=[CH:9][C:10]([CH2:29][OH:30])=[CH:11][C:12]=1[C@@H:13]([C:23]1[CH:28]=[CH:27][CH:26]=[CH:25][CH:24]=1)[CH2:14][CH2:15][N:16]([CH:20]([CH3:21])[CH3:22])[CH:17]([CH3:18])[CH3:19])=[O:5])[CH3:1].[CH:63](/[C:62]([OH:69])=[O:68])=[CH:64]\[C:65]([OH:67])=[O:66], predict the reactants needed to synthesize it.